Dataset: Full USPTO retrosynthesis dataset with 1.9M reactions from patents (1976-2016). Task: Predict the reactants needed to synthesize the given product. (1) Given the product [NH2:28][C:33]1[C:32]([C:19]#[N:20])=[C:31]([C:30]2[CH:4]=[C:3]([O:2][CH3:1])[C:10]([O:11][CH3:12])=[C:9]([O:13][CH3:14])[CH:29]=2)[C:24]([C:22]#[N:23])=[C:25]([S:26][CH3:34])[N:27]=1, predict the reactants needed to synthesize it. The reactants are: [CH3:1][O:2][C:3]1[CH:4]=C(C=[C:9]([O:13][CH3:14])[C:10]=1[O:11][CH3:12])C=O.C(#N)C(C[C:19]#[N:20])O.[C:22]([CH2:24][C:25]([NH2:27])=[S:26])#[N:23].[NH:28]1[CH2:33][CH2:32][CH2:31][CH2:30][CH2:29]1.[CH3:34]I.C[O-].[Na+]. (2) Given the product [C:1]([C:3]1[CH:4]=[C:5]([S:10]([N:13]([CH2:19][C:20]2[CH:25]=[CH:24][C:23]([O:26][CH3:27])=[CH:22][C:21]=2[O:28][CH3:29])[C:14]2[S:18][N:17]=[CH:16][N:15]=2)(=[O:11])=[O:12])[CH:6]=[CH:7][C:8]=1[O:42][C:41]1[CH:40]=[CH:39][C:38]([C:43]2[CH:44]=[CH:45][C:46]([C:49]([F:50])([F:51])[F:52])=[CH:47][CH:48]=2)=[CH:37][C:36]=1[C:33]1[CH:34]=[CH:35][N:30]=[N:31][CH:32]=1)#[N:2], predict the reactants needed to synthesize it. The reactants are: [C:1]([C:3]1[CH:4]=[C:5]([S:10]([N:13]([CH2:19][C:20]2[CH:25]=[CH:24][C:23]([O:26][CH3:27])=[CH:22][C:21]=2[O:28][CH3:29])[C:14]2[S:18][N:17]=[CH:16][N:15]=2)(=[O:12])=[O:11])[CH:6]=[CH:7][C:8]=1F)#[N:2].[N:30]1[CH:35]=[CH:34][C:33]([C:36]2[CH:37]=[C:38]([C:43]3[CH:48]=[CH:47][C:46]([C:49]([F:52])([F:51])[F:50])=[CH:45][CH:44]=3)[CH:39]=[CH:40][C:41]=2[OH:42])=[CH:32][N:31]=1. (3) Given the product [C:4]([C:8]1[CH:12]=[C:11]([C:13]([OH:15])=[O:14])[N:10]([C:18]2[CH:19]=[C:20]3[C:25](=[CH:26][CH:27]=2)[N:24]=[C:23]([NH:28][CH3:29])[CH:22]=[CH:21]3)[N:9]=1)([CH3:7])([CH3:5])[CH3:6], predict the reactants needed to synthesize it. The reactants are: O[Li].O.[C:4]([C:8]1[CH:12]=[C:11]([C:13]([O:15]CC)=[O:14])[N:10]([C:18]2[CH:19]=[C:20]3[C:25](=[CH:26][CH:27]=2)[N:24]=[C:23]([NH:28][CH3:29])[CH:22]=[CH:21]3)[N:9]=1)([CH3:7])([CH3:6])[CH3:5]. (4) Given the product [Cl:1][C:2]1[CH:12]=[CH:11][CH:10]=[CH:9][C:3]=1[CH:4]=[CH:5][C:6]([N:21]([O:33][CH3:34])[CH3:23])=[O:7], predict the reactants needed to synthesize it. The reactants are: [Cl:1][C:2]1[CH:12]=[CH:11][CH:10]=[CH:9][C:3]=1[CH:4]=[CH:5][C:6](O)=[O:7].CCN=C=NCCC[N:21]([CH3:23])C.Cl.C(N(CC)CC)C.N[O:33][CH3:34].Cl. (5) Given the product [CH2:16]([O:15][C:13](=[O:14])[CH:12]([C:2]1[CH:10]=[N:9][CH:8]=[CH:7][C:3]=1[C:4]([OH:6])=[O:5])[C:11]([O:19][CH2:20][CH3:21])=[O:18])[CH3:17], predict the reactants needed to synthesize it. The reactants are: Br[C:2]1[CH:10]=[N:9][CH:8]=[CH:7][C:3]=1[C:4]([OH:6])=[O:5].[C:11]([O:19][CH2:20][CH3:21])(=[O:18])[CH2:12][C:13]([O:15][CH2:16][CH3:17])=[O:14].[H-].[Na+].